Dataset: Catalyst prediction with 721,799 reactions and 888 catalyst types from USPTO. Task: Predict which catalyst facilitates the given reaction. (1) Reactant: CC1(C)CO[C:5]([CH2:15][S:16][C@H:17]2[C:20](=[O:21])[N:19]([C:22]3[CH:27]=[CH:26][C:25]([F:28])=[CH:24][CH:23]=3)[C@@H:18]2[C:29]2[CH:43]=[CH:42][C:32]([O:33][CH2:34][C:35]([O:37]C(C)(C)C)=[O:36])=[CH:31][CH:30]=2)([C:8]2[CH:13]=[CH:12][C:11]([CH3:14])=[CH:10][CH:9]=2)[O:4]C1. Product: [F:28][C:25]1[CH:24]=[CH:23][C:22]([N:19]2[C:20](=[O:21])[C@H:17]([S:16][CH2:15][C:5]([C:8]3[CH:13]=[CH:12][C:11]([CH3:14])=[CH:10][CH:9]=3)=[O:4])[C@H:18]2[C:29]2[CH:43]=[CH:42][C:32]([O:33][CH2:34][C:35]([OH:37])=[O:36])=[CH:31][CH:30]=2)=[CH:27][CH:26]=1. The catalyst class is: 106. (2) Reactant: [Cl:1][C:2]1[CH:3]=[CH:4][C:5]([C:34]#[N:35])=[C:6]([C:8]2[C:13]([O:14][CH3:15])=[CH:12][N:11]([CH:16]([CH2:24][CH:25]3[CH2:30][CH2:29][S:28](=[O:32])(=[O:31])[CH2:27][CH2:26]3)[C:17]([O:19]C(C)(C)C)=[O:18])[C:10](=[O:33])[CH:9]=2)[CH:7]=1.C(O)(C(F)(F)F)=O. The catalyst class is: 4. Product: [Cl:1][C:2]1[CH:3]=[CH:4][C:5]([C:34]#[N:35])=[C:6]([C:8]2[C:13]([O:14][CH3:15])=[CH:12][N:11]([CH:16]([CH2:24][CH:25]3[CH2:30][CH2:29][S:28](=[O:32])(=[O:31])[CH2:27][CH2:26]3)[C:17]([OH:19])=[O:18])[C:10](=[O:33])[CH:9]=2)[CH:7]=1. (3) Reactant: C([Li])CCC.[S:6]1(=[O:12])(=[O:11])[CH:10]=[CH:9][CH2:8][CH2:7]1.[CH2:13]([Sn:17](Cl)([CH2:22][CH2:23][CH2:24][CH3:25])[CH2:18][CH2:19][CH2:20][CH3:21])[CH2:14][CH2:15][CH3:16]. Product: [CH2:22]([Sn:17]([CH2:13][CH2:14][CH2:15][CH3:16])([CH2:18][CH2:19][CH2:20][CH3:21])[C:10]1[S:6](=[O:12])(=[O:11])[CH2:7][CH2:8][CH:9]=1)[CH2:23][CH2:24][CH3:25]. The catalyst class is: 7. (4) Reactant: [Br:1][C:2]1[CH:11]=[CH:10][C:5]([C:6]([O:8][CH3:9])=[O:7])=[C:4]([OH:12])[CH:3]=1.C(=O)([O-])[O-].[K+].[K+].Br[CH2:20][C:21]#[CH:22]. Product: [Br:1][C:2]1[CH:11]=[CH:10][C:5]([C:6]([O:8][CH3:9])=[O:7])=[C:4]([O:12][CH2:22][C:21]#[CH:20])[CH:3]=1. The catalyst class is: 3. (5) Reactant: [NH2:1][C:2]1[CH:3]=[N:4][C:5]2[C:10]([C:11]=1[NH:12][CH2:13][CH2:14][O:15][CH2:16][CH2:17][NH:18][C:19](=[O:25])[O:20][C:21]([CH3:24])([CH3:23])[CH3:22])=[CH:9][CH:8]=[CH:7][CH:6]=2.C(O[C:29](OCC)(OCC)[CH2:30][CH2:31][CH2:32][CH3:33])C.Cl.[NH+]1C=CC=CC=1.C. Product: [CH2:30]([C:29]1[N:12]([CH2:13][CH2:14][O:15][CH2:16][CH2:17][NH:18][C:19](=[O:25])[O:20][C:21]([CH3:22])([CH3:24])[CH3:23])[C:11]2[C:10]3[CH:9]=[CH:8][CH:7]=[CH:6][C:5]=3[N:4]=[CH:3][C:2]=2[N:1]=1)[CH2:31][CH2:32][CH3:33]. The catalyst class is: 224.